Dataset: Reaction yield outcomes from USPTO patents with 853,638 reactions. Task: Predict the reaction yield, written as a fraction of the theoretical maximum amount of product (1.0 means a 100% yield; for example, 0.34 means a 34% yield). (1) The reactants are [CH3:1][O:2][C:3]1[CH:4]=[CH:5][CH:6]=[C:7]2[C:11]=1[NH:10][CH:9]=[CH:8]2.[Al](Cl)(CC)CC.[C:18]1([CH2:24][C:25](Cl)=[O:26])[CH:23]=[CH:22][CH:21]=[CH:20][CH:19]=1.C([O-])([O-])=O.[Cs+].[Cs+].[Cl:34][CH2:35][CH2:36][CH2:37]I. The catalyst is C(Cl)Cl.CC#N. The product is [Cl:34][CH2:35][CH2:36][CH2:37][N:10]1[C:11]2[C:7](=[CH:6][CH:5]=[CH:4][C:3]=2[O:2][CH3:1])[C:8]([C:25](=[O:26])[CH2:24][C:18]2[CH:23]=[CH:22][CH:21]=[CH:20][CH:19]=2)=[CH:9]1. The yield is 0.500. (2) The catalyst is C1COCC1.[N+](CCCC)(CCCC)(CCCC)CCCC.[I-].CCOC(C)=O. The product is [Cl:15][C:12]1[CH:13]=[CH:14][C:9]([CH2:8][O:3][CH2:2][CH2:1][OH:4])=[CH:10][CH:11]=1. The yield is 0.460. The reactants are [CH2:1]([OH:4])[CH2:2][OH:3].[H-].[Na+].Br[CH2:8][C:9]1[CH:14]=[CH:13][C:12]([Cl:15])=[CH:11][CH:10]=1.O. (3) The reactants are Cl.[F:2][C:3]1[CH:8]=[CH:7][C:6]([CH:9]([C:17]2[CH:22]=[CH:21][C:20]([F:23])=[CH:19][CH:18]=2)[CH:10]2[C:15](=[O:16])[CH2:14][CH2:13][NH:12][CH2:11]2)=[CH:5][CH:4]=1.Cl.[CH3:25][O:26][C:27]1[CH:32]=[CH:31][CH:30]=[CH:29][C:28]=1[CH2:33][C:34](=[NH:38])OCC.C(N(CC)CC)C. The catalyst is ClCCl. The product is [F:2][C:3]1[CH:8]=[CH:7][C:6]([CH:9]([C:17]2[CH:18]=[CH:19][C:20]([F:23])=[CH:21][CH:22]=2)[CH:10]2[C:15](=[O:16])[CH2:14][CH2:13][N:12]([C:34](=[NH:38])[CH2:33][C:28]3[CH:29]=[CH:30][CH:31]=[CH:32][C:27]=3[O:26][CH3:25])[CH2:11]2)=[CH:5][CH:4]=1. The yield is 0.300. (4) The reactants are [NH2:1][C:2]1[N:7]=[CH:6][N:5]=[C:4]2[N:8]([C@@H:26]3[CH2:31][CH2:30][CH2:29][N:28](C(OC(C)(C)C)=O)[CH2:27]3)[N:9]=[C:10]([C:11]3[CH:16]=[CH:15][C:14]([O:17][C:18]4[CH:23]=[C:22]([F:24])[CH:21]=[CH:20][C:19]=4[F:25])=[CH:13][CH:12]=3)[C:3]=12.C(O)(C(F)(F)F)=O. The catalyst is ClCCl. The product is [F:25][C:19]1[CH:20]=[CH:21][C:22]([F:24])=[CH:23][C:18]=1[O:17][C:14]1[CH:13]=[CH:12][C:11]([C:10]2[C:3]3[C:4](=[N:5][CH:6]=[N:7][C:2]=3[NH2:1])[N:8]([C@@H:26]3[CH2:31][CH2:30][CH2:29][NH:28][CH2:27]3)[N:9]=2)=[CH:16][CH:15]=1. The yield is 0.990.